Dataset: TCR-epitope binding with 47,182 pairs between 192 epitopes and 23,139 TCRs. Task: Binary Classification. Given a T-cell receptor sequence (or CDR3 region) and an epitope sequence, predict whether binding occurs between them. The epitope is YLDAYNMMI. The TCR CDR3 sequence is CASSPWGGVQETQYF. Result: 1 (the TCR binds to the epitope).